Dataset: Peptide-MHC class I binding affinity with 185,985 pairs from IEDB/IMGT. Task: Regression. Given a peptide amino acid sequence and an MHC pseudo amino acid sequence, predict their binding affinity value. This is MHC class I binding data. (1) The peptide sequence is KSKPRIHGY. The MHC is HLA-A26:01 with pseudo-sequence HLA-A26:01. The binding affinity (normalized) is 0.0847. (2) The peptide sequence is RRQRRRRW. The MHC is HLA-B27:05 with pseudo-sequence HLA-B27:05. The binding affinity (normalized) is 0.353. (3) The peptide sequence is PPIPMSRLFM. The MHC is HLA-B51:01 with pseudo-sequence HLA-B51:01. The binding affinity (normalized) is 0.150. (4) The peptide sequence is IFMLQKCDL. The MHC is HLA-A68:02 with pseudo-sequence HLA-A68:02. The binding affinity (normalized) is 0.0847.